Dataset: hERG potassium channel inhibition data for cardiac toxicity prediction from Karim et al.. Task: Regression/Classification. Given a drug SMILES string, predict its toxicity properties. Task type varies by dataset: regression for continuous values (e.g., LD50, hERG inhibition percentage) or binary classification for toxic/non-toxic outcomes (e.g., AMES mutagenicity, cardiotoxicity, hepatotoxicity). Dataset: herg_karim. (1) The drug is C[n+]1c(CCCOc2ccc(Cl)cc2)cccc1CCCOc1ccc(Cl)cc1. The result is 1 (blocker). (2) The molecule is Cc1ccc(S(=O)(=O)N/N=C/c2cn(CC(=O)Nc3ccc(F)cc3F)c3ccccc23)cc1. The result is 0 (non-blocker). (3) The compound is C/C(N)=N\C(=N/S(=O)(=O)c1ccc(Cl)cc1)N1C[C@H](c2ccccc2)C(c2ccc(Cl)cc2)=N1. The result is 0 (non-blocker). (4) The molecule is N#Cc1ccc2cc1Oc1ccc3c(c1)[C@@H](CC3)N1CC[C@H](NCc3cncn3C2)C1=O. The result is 1 (blocker). (5) The drug is CC#Cc1cncc(-c2cccc(C3(c4ccnc(C(F)F)c4)N=C(N)c4c(F)cccc43)c2)c1. The result is 1 (blocker).